Dataset: Full USPTO retrosynthesis dataset with 1.9M reactions from patents (1976-2016). Task: Predict the reactants needed to synthesize the given product. (1) Given the product [CH3:39][N:40]([CH3:41])[C:17]([CH2:16][C@@H:15]([NH:14][C:12]([C:8]1[C:7](=[O:34])[N:6]([CH2:5][C:4]2[CH:35]=[CH:36][C:37]([F:38])=[C:2]([F:1])[CH:3]=2)[CH:11]=[CH:10][CH:9]=1)=[O:13])[C:20]1[S:21][C:22]([C:25]2[C:33]3[C:28](=[N:29][CH:30]=[CH:31][CH:32]=3)[NH:27][CH:26]=2)=[CH:23][CH:24]=1)=[O:18], predict the reactants needed to synthesize it. The reactants are: [F:1][C:2]1[CH:3]=[C:4]([CH:35]=[CH:36][C:37]=1[F:38])[CH2:5][N:6]1[CH:11]=[CH:10][CH:9]=[C:8]([C:12]([NH:14][C@@H:15]([C:20]2[S:21][C:22]([C:25]3[C:33]4[C:28](=[N:29][CH:30]=[CH:31][CH:32]=4)[NH:27][CH:26]=3)=[CH:23][CH:24]=2)[CH2:16][C:17](O)=[O:18])=[O:13])[C:7]1=[O:34].[CH3:39][N:40](C)[CH:41]=O.CNC.F[P-](F)(F)(F)(F)F.C[N+](C)=C(N(C)C)ON1C2N=CC=CC=2N=N1. (2) Given the product [OH:7][C@:6]1([C:25]2[CH:32]=[CH:31][C:28]([C:29]#[N:30])=[C:27]([CH2:33][C:34]3[CH:39]=[CH:38][C:37]([C:42]([F:47])([F:41])[C:43]([F:46])([F:45])[F:44])=[CH:36][CH:35]=3)[CH:26]=2)[O:8][C@H:9]([CH2:20][OH:21])[C@@H:10]([OH:16])[C@H:11]([OH:12])[C@H:5]1[OH:4], predict the reactants needed to synthesize it. The reactants are: C([O:4][C@@H:5]1[C@@H:11]([O:12]C(=O)C)[C@H:10]([O:16]C(=O)C)[C@@H:9]([CH2:20][O:21]C(=O)C)[O:8][C@@:6]1([C:25]1[CH:32]=[CH:31][C:28]([C:29]#[N:30])=[C:27]([CH2:33][C:34]2[CH:39]=[CH:38][C:37](I)=[CH:36][CH:35]=2)[CH:26]=1)[OH:7])(=O)C.[F:41][C:42]([Si](C)(C)C)([F:47])[C:43]([F:46])([F:45])[F:44].[F-].[K+].C([O-])(O)=O.[Na+]. (3) Given the product [O:37]=[C:33]1[CH2:34][CH2:35][CH2:36][N:32]1[C:29]1[N:28]=[CH:27][C:26]([C:15]2[N:14]3[CH:38]=[CH:39][N:40]=[C:13]3[C:12]([CH:41]=[CH2:42])=[N:17][C:16]=2[C:18]2[CH:23]=[CH:22][C:21]([C:24]#[N:25])=[CH:20][CH:19]=2)=[CH:31][CH:30]=1, predict the reactants needed to synthesize it. The reactants are: CC1C=CC(S(O[C:12]2[C:13]3[N:14]([CH:38]=[CH:39][N:40]=3)[C:15]([C:26]3[CH:27]=[N:28][C:29]([N:32]4[CH2:36][CH2:35][CH2:34][C:33]4=[O:37])=[CH:30][CH:31]=3)=[C:16]([C:18]3[CH:23]=[CH:22][C:21]([C:24]#[N:25])=[CH:20][CH:19]=3)[N:17]=2)(=O)=O)=CC=1.[CH3:41][C:42]1(C)C(C)(C)OB(C=C)O1.P([O-])([O-])([O-])=O.[K+].[K+].[K+].O1CCOCC1. (4) Given the product [F:22][C:3]1[CH:4]=[C:5]([S:8][C:9]2[CH:18]=[CH:17][C:12]([C:13]([O:15][CH3:16])=[O:14])=[CH:11][C:10]=2[N+:19]([O-:21])=[O:20])[CH:6]=[CH:7][C:2]=1[NH:1][C:30]([O:32][CH2:33][C:34]([Cl:37])([Cl:36])[Cl:35])=[O:31], predict the reactants needed to synthesize it. The reactants are: [NH2:1][C:2]1[CH:7]=[CH:6][C:5]([S:8][C:9]2[CH:18]=[CH:17][C:12]([C:13]([O:15][CH3:16])=[O:14])=[CH:11][C:10]=2[N+:19]([O-:21])=[O:20])=[CH:4][C:3]=1[F:22].N1C=CC=CC=1.Cl[C:30]([O:32][CH2:33][C:34]([Cl:37])([Cl:36])[Cl:35])=[O:31]. (5) The reactants are: C([O:8][C:9]1[CH:10]=[C:11]2[C:16](=[CH:17][CH:18]=1)[C:15](=[O:19])[N:14]([CH2:20][CH:21]([CH3:23])[CH3:22])[C:13]([CH2:24][NH:25][C:26](=[O:32])[O:27][C:28]([CH3:31])([CH3:30])[CH3:29])=[C:12]2[C:33]1[CH:38]=[CH:37][C:36]([CH3:39])=[CH:35][CH:34]=1)C1C=CC=CC=1. Given the product [OH:8][C:9]1[CH:10]=[C:11]2[C:16](=[CH:17][CH:18]=1)[C:15](=[O:19])[N:14]([CH2:20][CH:21]([CH3:23])[CH3:22])[C:13]([CH2:24][NH:25][C:26](=[O:32])[O:27][C:28]([CH3:31])([CH3:29])[CH3:30])=[C:12]2[C:33]1[CH:38]=[CH:37][C:36]([CH3:39])=[CH:35][CH:34]=1, predict the reactants needed to synthesize it. (6) Given the product [NH2:1][C:2]1[N:11]=[C:10]([CH3:12])[C:9]2[C:8](=[N:38][OH:39])[CH2:7][CH:6]([C:14]3[CH:19]=[CH:18][CH:17]=[CH:16][C:15]=3[C:20]3[CH:21]=[N:22][CH:23]=[CH:24][CH:25]=3)[CH2:5][C:4]=2[N:3]=1, predict the reactants needed to synthesize it. The reactants are: [NH2:1][C:2]1[N:11]=[C:10]([CH3:12])[C:9]2[C:8](=O)[CH2:7][CH:6]([C:14]3[CH:19]=[CH:18][CH:17]=[CH:16][C:15]=3[C:20]3[CH:21]=[N:22][CH:23]=[CH:24][CH:25]=3)[CH2:5][C:4]=2[N:3]=1.NC1N=C(C)C2C(=[N:38][OH:39])CC(C3C=CC=CC=3C3C=CC=CC=3)CC=2N=1. (7) The reactants are: [CH2:1]([O:5][C:6]([C:8]1[N:9]=[C:10]([O:19][C:20]2[CH:25]=[CH:24][CH:23]=[CH:22][CH:21]=2)[C:11]2[C:16]([C:17]=1[OH:18])=[CH:15][CH:14]=[CH:13][CH:12]=2)=[O:7])[CH2:2][CH2:3][CH3:4].[N+]([O-])([O-])=O.[K+].[C:31]([O-:34])(=O)[CH3:32].[Na+].C([N:38](CC)CC)C.[C:43]([O:46]C(=O)C)(=O)[CH3:44]. Given the product [CH2:1]([O:5][C:6]([C:8]1[N:9]=[C:10]([O:19][C:20]2[CH:25]=[CH:24][C:23]([NH:38][C:31](=[O:34])[CH3:32])=[CH:22][CH:21]=2)[C:11]2[C:16]([C:17]=1[O:18][C:43](=[O:46])[CH3:44])=[CH:15][CH:14]=[CH:13][CH:12]=2)=[O:7])[CH2:2][CH2:3][CH3:4], predict the reactants needed to synthesize it. (8) Given the product [Cl:1][C:2]1[CH:11]=[C:6]([C:7]2[CH:13]=[C:12]([C:14]3[CH:21]=[CH:20][C:17]([C:18]#[N:19])=[CH:16][CH:15]=3)[O:9][N:8]=2)[CH:5]=[N:4][CH:3]=1, predict the reactants needed to synthesize it. The reactants are: [Cl:1][C:2]1[CH:3]=[N:4][CH:5]=[C:6]([CH:11]=1)[C:7](Cl)=[N:8][OH:9].[C:12]([C:14]1[CH:21]=[CH:20][C:17]([C:18]#[N:19])=[CH:16][CH:15]=1)#[CH:13].N.